Dataset: Reaction yield outcomes from USPTO patents with 853,638 reactions. Task: Predict the reaction yield, written as a fraction of the theoretical maximum amount of product (1.0 means a 100% yield; for example, 0.34 means a 34% yield). (1) The reactants are [N:1]1[CH:6]=[CH:5][CH:4]=[CH:3][C:2]=1[N:7]([CH2:31][CH2:32][C:33]([O:35][CH2:36][CH3:37])=[O:34])[C:8]([C:10]1[CH:30]=[CH:29][C:13]2[N:14]([CH2:27]C)[C:15]([CH2:17][NH:18][C:19]3[CH:24]=[CH:23][C:22]([C:25]#[N:26])=[CH:21][CH:20]=3)=[N:16][C:12]=2[CH:11]=1)=[O:9].[ClH:38].C(O)C.C(=O)([O-])[O-].[NH4+:46].[NH4+]. The catalyst is ClCCl.CO. The product is [ClH:38].[N:1]1[CH:6]=[CH:5][CH:4]=[CH:3][C:2]=1[N:7]([CH2:31][CH2:32][C:33]([O:35][CH2:36][CH3:37])=[O:34])[C:8]([C:10]1[CH:30]=[CH:29][C:13]2[N:14]([CH3:27])[C:15]([CH2:17][NH:18][C:19]3[CH:20]=[CH:21][C:22]([C:25](=[NH:26])[NH2:46])=[CH:23][CH:24]=3)=[N:16][C:12]=2[CH:11]=1)=[O:9]. The yield is 0.850. (2) The reactants are [CH3:1][C:2](=[O:7])[CH2:3][C:4](=[O:6])[CH3:5].[CH:8](=O)[C:9]1[CH:14]=[CH:13][CH:12]=[CH:11][CH:10]=1.O. The catalyst is C1C=CC=CC=1.N1CCCCC1.C(O)(=O)C. The product is [CH:8](=[C:3]([C:2](=[O:7])[CH3:1])[C:4](=[O:6])[CH3:5])[C:9]1[CH:14]=[CH:13][CH:12]=[CH:11][CH:10]=1. The yield is 0.950. (3) The reactants are [I-].[CH:2]([C:5]1[CH:10]=[C:9]([C:11]([F:14])([F:13])[F:12])[CH:8]=[CH:7][C:6]=1[C:15]1[O:16]CC(C)(C)[N+]=1C)([CH3:4])[CH3:3].[OH-:23].[Na+].Cl. The catalyst is CO. The product is [CH:2]([C:5]1[CH:10]=[C:9]([C:11]([F:12])([F:13])[F:14])[CH:8]=[CH:7][C:6]=1[C:15]([OH:16])=[O:23])([CH3:3])[CH3:4]. The yield is 0.900. (4) The reactants are [CH3:1][O:2][C:3]1[CH:12]=[C:11]([O:13][CH3:14])[CH:10]=[C:9]2[C:4]=1[C:5](=[O:27])[NH:6][C:7]([C:15]1[CH:20]=[CH:19][C:18]([CH:21]3[CH2:26][CH2:25][NH:24][CH2:23][CH2:22]3)=[CH:17][CH:16]=1)=[N:8]2.CCN(CC)CC.[C:35](Cl)(=[O:37])[CH3:36]. The catalyst is C(Cl)Cl. The product is [C:35]([N:24]1[CH2:25][CH2:26][CH:21]([C:18]2[CH:17]=[CH:16][C:15]([C:7]3[NH:6][C:5](=[O:27])[C:4]4[C:9](=[CH:10][C:11]([O:13][CH3:14])=[CH:12][C:3]=4[O:2][CH3:1])[N:8]=3)=[CH:20][CH:19]=2)[CH2:22][CH2:23]1)(=[O:37])[CH3:36]. The yield is 0.300. (5) The reactants are [Br:1][C:2]1[CH:7]=[CH:6][C:5]([C:8]2([OH:19])[CH2:13][CH2:12][C:11](=[CH:14][C:15]([O:17][CH3:18])=[O:16])[CH2:10][CH2:9]2)=[CH:4][CH:3]=1.C([O-])([O-])=O.[Cs+].[Cs+]. The catalyst is C(#N)C.C(OCC)(=O)C. The product is [Br:1][C:2]1[CH:3]=[CH:4][C:5]([C:8]23[O:19][C:11]([CH2:14][C:15]([O:17][CH3:18])=[O:16])([CH2:10][CH2:9]2)[CH2:12][CH2:13]3)=[CH:6][CH:7]=1. The yield is 0.340.